Dataset: TCR-epitope binding with 47,182 pairs between 192 epitopes and 23,139 TCRs. Task: Binary Classification. Given a T-cell receptor sequence (or CDR3 region) and an epitope sequence, predict whether binding occurs between them. (1) The epitope is FPRPWLHGL. The TCR CDR3 sequence is CATRDRDRENQPQHF. Result: 1 (the TCR binds to the epitope). (2) The epitope is KLSYGIATV. The TCR CDR3 sequence is CSVEEGSDEQYF. Result: 1 (the TCR binds to the epitope). (3) The epitope is QVPLRPMTYK. The TCR CDR3 sequence is CASSQEVAAGGGDTQYF. Result: 0 (the TCR does not bind to the epitope). (4) The epitope is TTLPVNVAF. The TCR CDR3 sequence is CASSQVGQNLYEQYF. Result: 0 (the TCR does not bind to the epitope). (5) The epitope is TPQDLNTML. The TCR CDR3 sequence is CAGRASTGSGNTIYF. Result: 1 (the TCR binds to the epitope).